Predict the product of the given reaction. From a dataset of Forward reaction prediction with 1.9M reactions from USPTO patents (1976-2016). (1) The product is: [CH3:30][O:32][C:18]1[CH:17]=[CH:28][C:27]([NH:29][C:2]2[C:3]([C:12]([OH:14])=[O:13])=[CH:4][C:5]3[C:10]([CH:11]=2)=[CH:9][CH:8]=[CH:7][CH:6]=3)=[C:20]2[C:19]=1[O:24][C:23]([CH3:25])([CH3:26])[CH:22]=[CH:21]2. Given the reactants Br[C:2]1[C:3]([C:12]([OH:14])=[O:13])=[CH:4][C:5]2[C:10]([CH:11]=1)=[CH:9][CH:8]=[CH:7][CH:6]=2.CO[C:17]1[CH:28]=[C:27]([NH2:29])[C:20]2[CH:21]=[CH:22][C:23]([CH3:26])([CH3:25])[O:24][C:19]=2[CH:18]=1.[C:30]([O-])(=[O:32])C.[K+].C(N(CC)CC)C, predict the reaction product. (2) Given the reactants [OH:1][CH2:2][C:3](=[O:5])[CH3:4].N1C=CC=CC=1.[C:12](Cl)(=[O:15])[CH2:13][CH3:14].O, predict the reaction product. The product is: [C:12]([O:1][CH2:2][C:3](=[O:5])[CH3:4])(=[O:15])[CH2:13][CH3:14]. (3) Given the reactants [NH2:1][C:2]1[CH:16]=[CH:15][C:5]([O:6][C:7]2[CH:8]=[C:9]([CH:12]=[CH:13][CH:14]=2)[C:10]#[N:11])=[C:4]([Cl:17])[CH:3]=1.C(O[C:23](=[O:37])[NH:24][CH2:25][CH2:26][N:27]1[C:35]2[C:34](Cl)=[N:33][CH:32]=[N:31][C:30]=2[CH:29]=[CH:28]1)(C)(C)C.Cl.C(OCC)(=O)C.[OH:45][C:46]([CH3:52])([CH3:51])[CH2:47]C(O)=O.Cl.C(N=C=NCCCN(C)C)C.ON1C2C=CC=CC=2N=N1, predict the reaction product. The product is: [Cl:17][C:4]1[CH:3]=[C:2]([NH:1][C:34]2[C:35]3[N:27]([CH2:26][CH2:25][NH:24][C:23](=[O:37])[CH2:47][C:46]([OH:45])([CH3:52])[CH3:51])[CH:28]=[CH:29][C:30]=3[N:31]=[CH:32][N:33]=2)[CH:16]=[CH:15][C:5]=1[O:6][C:7]1[CH:14]=[CH:13][CH:12]=[C:9]([C:10]#[N:11])[CH:8]=1. (4) Given the reactants [CH3:1][O:2][C:3](=[O:28])[CH2:4][C:5]([C:22]1[CH:27]=[CH:26][N:25]=[CH:24][CH:23]=1)=[CH:6][N:7]1[C:15]2[CH:14]=[CH:13][C:12]([CH3:16])=[CH:11][C:10]=2[C:9]2[CH2:17][N:18]([CH3:21])[CH2:19][CH2:20][C:8]1=2, predict the reaction product. The product is: [CH3:1][O:2][C:3](=[O:28])[CH2:4][CH:5]([C:22]1[CH:23]=[CH:24][N:25]=[CH:26][CH:27]=1)[CH2:6][N:7]1[C:15]2[CH:14]=[CH:13][C:12]([CH3:16])=[CH:11][C:10]=2[C:9]2[CH2:17][N:18]([CH3:21])[CH2:19][CH2:20][C:8]1=2. (5) Given the reactants C1(C)C=C(C)C=C(C)C=1S(O[NH2:13])(=O)=O.[CH3:15][C:16]1[CH:21]=[CH:20][N:19]=[CH:18][CH:17]=1.[C:22]([O:26][CH2:27][CH3:28])(=[O:25])[C:23]#[CH:24].C([O-])([O-])=O.[K+].[K+], predict the reaction product. The product is: [CH3:15][C:16]1[CH:21]=[CH:20][N:19]2[N:13]=[CH:24][C:23]([C:22]([O:26][CH2:27][CH3:28])=[O:25])=[C:18]2[CH:17]=1.